Dataset: Forward reaction prediction with 1.9M reactions from USPTO patents (1976-2016). Task: Predict the product of the given reaction. (1) Given the reactants COC1C=C2C(=CC=1)NN=C2C(NCC1CCN(CC2SC=C(C(OC)=O)N=2)CC1)=O.Cl.[Br:33][C:34]1[CH:35]=[C:36]2[C:40](=[CH:41][CH:42]=1)[NH:39][N:38]=[C:37]2[C:43]([NH:45][CH2:46][CH:47]1[CH2:52][CH2:51][NH:50][CH2:49][CH2:48]1)=[O:44].Cl[CH2:54][C:55]1[O:59][C:58]([C:60]([O:62][CH2:63][CH3:64])=[O:61])=[CH:57][CH:56]=1, predict the reaction product. The product is: [Br:33][C:34]1[CH:35]=[C:36]2[C:40](=[CH:41][CH:42]=1)[NH:39][N:38]=[C:37]2[C:43]([NH:45][CH2:46][CH:47]1[CH2:48][CH2:49][N:50]([CH2:54][C:55]2[O:59][C:58]([C:60]([O:62][CH2:63][CH3:64])=[O:61])=[CH:57][CH:56]=2)[CH2:51][CH2:52]1)=[O:44]. (2) Given the reactants [CH2:1]([O:8][C:9]1[C:14](=[O:15])[CH:13]=[C:12]([CH2:16][NH:17][S:18]([C:21]2[CH:26]=[CH:25][CH:24]=[CH:23][C:22]=2[Cl:27])(=[O:20])=[O:19])O[C:10]=1[C:28]([OH:30])=[O:29])[C:2]1[CH:7]=[CH:6][CH:5]=[CH:4][CH:3]=1.C1(S(C(N)C2[N:46](C)[C:45](C(O)=O)=C(OCC3C=CC=CC=3)C(=O)C=2)(=O)=O)C=CC=CC=1, predict the reaction product. The product is: [CH2:1]([O:8][C:9]1[C:14](=[O:15])[CH:13]=[C:12]([CH2:16][NH:17][S:18]([C:21]2[CH:26]=[CH:25][CH:24]=[CH:23][C:22]=2[Cl:27])(=[O:20])=[O:19])[N:46]([CH3:45])[C:10]=1[C:28]([OH:30])=[O:29])[C:2]1[CH:7]=[CH:6][CH:5]=[CH:4][CH:3]=1. (3) Given the reactants [Cl:1][C:2]1[C:3]([C:29]2[CH:30]=[N:31][N:32]3[CH:37]=[CH:36][CH:35]=[CH:34][C:33]=23)=[N:4][C:5]([NH:8][C:9]2[CH:14]=[C:13]([N+:15]([O-])=O)[C:12]([N:18]3[CH2:21][C:20]4([CH2:25][CH2:24][CH2:23][N:22]4[CH3:26])[CH2:19]3)=[CH:11][C:10]=2[O:27][CH3:28])=[N:6][CH:7]=1.[NH4+].[Cl-].O, predict the reaction product. The product is: [Cl:1][C:2]1[C:3]([C:29]2[CH:30]=[N:31][N:32]3[CH:37]=[CH:36][CH:35]=[CH:34][C:33]=23)=[N:4][C:5]([NH:8][C:9]2[CH:14]=[C:13]([NH2:15])[C:12]([N:18]3[CH2:19][C:20]4([CH2:25][CH2:24][CH2:23][N:22]4[CH3:26])[CH2:21]3)=[CH:11][C:10]=2[O:27][CH3:28])=[N:6][CH:7]=1. (4) Given the reactants [N:1]1[CH:6]=[CH:5][CH:4]=[C:3]([C:7]2[CH:17]=[N:16][C:10]3[O:11][CH2:12][C:13](=O)[NH:14][C:9]=3[CH:8]=2)[CH:2]=1.[H-].[Al+3].[Li+].[H-].[H-].[H-].O.[OH-].[Na+], predict the reaction product. The product is: [N:1]1[CH:6]=[CH:5][CH:4]=[C:3]([C:7]2[CH:17]=[N:16][C:10]3[O:11][CH2:12][CH2:13][NH:14][C:9]=3[CH:8]=2)[CH:2]=1. (5) Given the reactants [CH2:1]([O:3][C:4](=[O:34])/[C:5](/[O:31][CH2:32][CH3:33])=[CH:6]/[C:7]1[CH:15]=[CH:14][C:13]([O:16][CH2:17][CH2:18][C:19]2[N:20]=[C:21]([C:25]3[CH:30]=[CH:29][CH:28]=[CH:27][CH:26]=3)[O:22][C:23]=2[CH3:24])=[C:12]2[C:8]=1[CH2:9][CH2:10][CH2:11]2)[CH3:2], predict the reaction product. The product is: [CH2:1]([O:3][C:4](=[O:34])[CH:5]([O:31][CH2:32][CH3:33])[CH2:6][C:7]1[CH:15]=[CH:14][C:13]([O:16][CH2:17][CH2:18][C:19]2[N:20]=[C:21]([C:25]3[CH:26]=[CH:27][CH:28]=[CH:29][CH:30]=3)[O:22][C:23]=2[CH3:24])=[C:12]2[C:8]=1[CH2:9][CH2:10][CH2:11]2)[CH3:2]. (6) Given the reactants [CH3:1][O:2][C:3](=[O:11])[C:4]1[CH:9]=[CH:8][CH:7]=[N:6][C:5]=1Cl.[F:12][C:13]1[CH:18]=[C:17]([F:19])[CH:16]=[CH:15][C:14]=1B(O)O.C([O-])([O-])=O.[Na+].[Na+].O, predict the reaction product. The product is: [CH3:1][O:2][C:3](=[O:11])[C:4]1[CH:9]=[CH:8][CH:7]=[N:6][C:5]=1[C:16]1[CH:15]=[CH:14][C:13]([F:12])=[CH:18][C:17]=1[F:19]. (7) Given the reactants [C:1]([C:3]1[CH:4]=[C:5]([CH:16]=[CH:17][CH:18]=1)[C:6]([NH:8][C:9]1[C:10]([NH2:15])=[CH:11][CH:12]=[CH:13][CH:14]=1)=[O:7])#[N:2].C(N(CC)CC)C.[C:26]([C:30]1[CH:38]=[CH:37][C:33]([C:34](Cl)=[O:35])=[CH:32][CH:31]=1)([CH3:29])([CH3:28])[CH3:27], predict the reaction product. The product is: [C:1]([C:3]1[CH:4]=[C:5]([CH:16]=[CH:17][CH:18]=1)[C:6]([NH:8][C:9]1[C:10]([NH:15][C:34](=[O:35])[C:33]2[CH:37]=[CH:38][C:30]([C:26]([CH3:28])([CH3:27])[CH3:29])=[CH:31][CH:32]=2)=[CH:11][CH:12]=[CH:13][CH:14]=1)=[O:7])#[N:2].